This data is from Catalyst prediction with 721,799 reactions and 888 catalyst types from USPTO. The task is: Predict which catalyst facilitates the given reaction. (1) Reactant: C1(C)C=CC(S(O)(=O)=O)=CC=1.[NH2:12][C@@H:13]([CH2:19][C:20]1[CH:25]=[CH:24][C:23]([C:26]2[C:31]([O:32][CH3:33])=[CH:30][C:29]([CH2:34][O:35][CH2:36][CH3:37])=[CH:28][C:27]=2[O:38][CH3:39])=[CH:22][CH:21]=1)[C:14]([O:16][CH2:17][CH3:18])=[O:15].C(=O)([O-])O.[Na+].O.[F:46][C:47]1[CH:55]=[CH:54][CH:53]=[C:52]([F:56])[C:48]=1[C:49](Cl)=[O:50]. Product: [F:46][C:47]1[CH:55]=[CH:54][CH:53]=[C:52]([F:56])[C:48]=1[C:49]([NH:12][C@@H:13]([CH2:19][C:20]1[CH:25]=[CH:24][C:23]([C:26]2[C:27]([O:38][CH3:39])=[CH:28][C:29]([CH2:34][O:35][CH2:36][CH3:37])=[CH:30][C:31]=2[O:32][CH3:33])=[CH:22][CH:21]=1)[C:14]([O:16][CH2:17][CH3:18])=[O:15])=[O:50]. The catalyst class is: 13. (2) Reactant: C(OC(=O)[NH:7][CH:8]1[CH2:11][N:10]([CH:12]2[CH2:17][CH2:16][CH:15]([C:18]3[N:22]=[C:21]([C:23]([Cl:26])([Cl:25])[Cl:24])[O:20][N:19]=3)[CH2:14][CH2:13]2)[CH2:9]1)(C)(C)C.[C:28]([OH:34])([C:30]([F:33])([F:32])[F:31])=[O:29]. Product: [Cl:25][C:23]([Cl:24])([Cl:26])[C:21]1[O:20][N:19]=[C:18]([CH:15]2[CH2:16][CH2:17][CH:12]([N:10]3[CH2:11][CH:8]([NH2:7])[CH2:9]3)[CH2:13][CH2:14]2)[N:22]=1.[C:28]([OH:34])([C:30]([F:33])([F:32])[F:31])=[O:29]. The catalyst class is: 2. (3) Reactant: [CH3:1][C:2]1[CH:7]=[CH:6][C:5]([C:8]2[CH:13]=[CH:12][C:11]([C:14]([NH:16][C:17]3[C:26]([CH3:27])=[C:25]4[C:20]([CH:21]=[C:22]([CH2:28]N5CCCC5)[CH:23]=[N:24]4)=[CH:19][CH:18]=3)=[O:15])=[CH:10][CH:9]=2)=[CH:4][CH:3]=1.C(=O)([O-])[O-].[K+].[K+].C([Cl:45])(=O)OCC.C(OCC)(=O)C. Product: [Cl:45][CH2:28][C:22]1[CH:23]=[N:24][C:25]2[C:20]([CH:21]=1)=[CH:19][CH:18]=[C:17]([NH:16][C:14]([C:11]1[CH:10]=[CH:9][C:8]([C:5]3[CH:6]=[CH:7][C:2]([CH3:1])=[CH:3][CH:4]=3)=[CH:13][CH:12]=1)=[O:15])[C:26]=2[CH3:27]. The catalyst class is: 7. (4) Reactant: [Br:1][C:2]1[C:3]([CH2:16]Br)=[C:4]([CH:9]=[C:10]([O:14][CH3:15])[C:11]=1[O:12][CH3:13])[C:5]([O:7]C)=O.Cl.[NH2:19][CH2:20][C:21]1[CH:30]=[CH:29][C:24]([C:25]([O:27][CH3:28])=[O:26])=[CH:23][CH:22]=1.C(N(CC)CC)C. Product: [Br:1][C:2]1[C:11]([O:12][CH3:13])=[C:10]([O:14][CH3:15])[CH:9]=[C:4]2[C:3]=1[CH2:16][N:19]([CH2:20][C:21]1[CH:22]=[CH:23][C:24]([C:25]([O:27][CH3:28])=[O:26])=[CH:29][CH:30]=1)[C:5]2=[O:7]. The catalyst class is: 1. (5) Reactant: [OH:1][C@H:2]1[C@:6]([OH:8])([CH3:7])[C@H:5]([N:9]2[CH:14]=[CH:13][C:12]([NH:15][OH:16])=[N:11][C:10]2=[O:17])[O:4][C@@H:3]1[CH2:18][O:19][P:20]([NH:29][C@@H:30]([CH3:36])[C:31]([O:33][CH2:34][CH3:35])=[O:32])([O:22][C:23]1[CH:28]=[CH:27][CH:26]=[CH:25][CH:24]=1)=[O:21].C([O-])([O-])=O.[Cs+].[Cs+].[C:43](=[O:51])([O:47][CH:48]([CH3:50])[CH3:49])[O:44][CH2:45]I.C(Cl)Cl. Product: [OH:1][C@H:2]1[C@:6]([OH:8])([CH3:7])[C@H:5]([N:9]2[CH:14]=[CH:13][C:12]([NH:15][O:16][CH2:45][O:44][C:43]([O:47][CH:48]([CH3:50])[CH3:49])=[O:51])=[N:11][C:10]2=[O:17])[O:4][C@@H:3]1[CH2:18][O:19][P:20]([NH:29][C@@H:30]([CH3:36])[C:31]([O:33][CH2:34][CH3:35])=[O:32])([O:22][C:23]1[CH:28]=[CH:27][CH:26]=[CH:25][CH:24]=1)=[O:21]. The catalyst class is: 3. (6) Product: [CH3:9][O:10][C:11]([C:13]1[CH:21]=[C:20]2[C:16]([C:17]3[CH:25]=[C:24]([CH3:26])[CH:23]=[N:22][C:18]=3[NH:19]2)=[C:15]([C:27]2[CH:32]=[CH:31][CH:30]=[C:29]([S:33]([CH2:36][CH3:37])(=[O:35])=[O:34])[CH:28]=2)[C:14]=1[Br:1])=[O:12]. Reactant: [Br:1]N1C(=O)CCC1=O.[CH3:9][O:10][C:11]([C:13]1[CH:21]=[C:20]2[C:16]([C:17]3[CH:25]=[C:24]([CH3:26])[CH:23]=[N:22][C:18]=3[NH:19]2)=[C:15]([C:27]2[CH:32]=[CH:31][CH:30]=[C:29]([S:33]([CH2:36][CH3:37])(=[O:35])=[O:34])[CH:28]=2)[CH:14]=1)=[O:12]. The catalyst class is: 2. (7) Reactant: [Cl:1][C:2]1[C:11]2[N:10]=[C:9]([CH:12]([CH3:14])[CH3:13])[C:8]([CH2:15][C:16]3[CH:21]=[CH:20][C:19]([N:22]4[CH:26]=[CH:25][CH:24]=[N:23]4)=[CH:18][CH:17]=3)=[C:7]([CH3:27])[C:6]=2[C:5]([OH:28])=[CH:4][CH:3]=1.ClCCl.C(N(CC)CC)C.[F:39][C:40]([F:53])([F:52])[S:41](O[S:41]([C:40]([F:53])([F:52])[F:39])(=[O:43])=[O:42])(=[O:43])=[O:42]. Product: [Cl:1][C:2]1[CH:3]=[CH:4][C:5]([O:28][S:41]([C:40]([F:53])([F:52])[F:39])(=[O:43])=[O:42])=[C:6]2[C:11]=1[N:10]=[C:9]([CH:12]([CH3:13])[CH3:14])[C:8]([CH2:15][C:16]1[CH:21]=[CH:20][C:19]([N:22]3[CH:26]=[CH:25][CH:24]=[N:23]3)=[CH:18][CH:17]=1)=[C:7]2[CH3:27]. The catalyst class is: 662. (8) Reactant: [Si:1]([O:8][CH2:9][C:10]1[CH:11]=[C:12]([CH2:16]O)[CH:13]=[CH:14][CH:15]=1)([C:4]([CH3:7])([CH3:6])[CH3:5])([CH3:3])[CH3:2].[Br:18]C(Br)(Br)Br.C1(P(C2C=CC=CC=2)C2C=CC=CC=2)C=CC=CC=1. Product: [Si:1]([O:8][CH2:9][C:10]1[CH:11]=[C:12]([CH:13]=[CH:14][CH:15]=1)[CH2:16][Br:18])([C:4]([CH3:7])([CH3:6])[CH3:5])([CH3:3])[CH3:2]. The catalyst class is: 4. (9) Reactant: [Li].C[Si](C)(C)[NH:4][Si](C)(C)C.[CH3:11][O:12][C:13]1[CH:14]=[C:15]([CH:18]=[CH:19][C:20]=1[O:21][CH2:22][C:23]1[CH:28]=[CH:27][CH:26]=[CH:25][CH:24]=1)[C:16]#[N:17]. Product: [CH2:22]([O:21][C:20]1[CH:19]=[CH:18][C:15]([C:16]([NH2:4])=[NH:17])=[CH:14][C:13]=1[O:12][CH3:11])[C:23]1[CH:28]=[CH:27][CH:26]=[CH:25][CH:24]=1. The catalyst class is: 27. (10) Reactant: [C:1]([O:5][C:6]([N:8]1[CH2:12][C@H:11]([NH:13][C:14]([C:16]2[S:17][C:18]([Cl:21])=[CH:19][CH:20]=2)=[O:15])[CH2:10][C@H:9]1[CH2:22][O:23]S(C)(=O)=O)=[O:7])([CH3:4])([CH3:3])[CH3:2].[CH3:28][O-].[Na+].CO. Product: [C:1]([O:5][C:6]([N:8]1[CH2:12][C@H:11]([NH:13][C:14]([C:16]2[S:17][C:18]([Cl:21])=[CH:19][CH:20]=2)=[O:15])[CH2:10][C@H:9]1[CH2:22][O:23][CH3:28])=[O:7])([CH3:4])([CH3:3])[CH3:2]. The catalyst class is: 1.